This data is from Full USPTO retrosynthesis dataset with 1.9M reactions from patents (1976-2016). The task is: Predict the reactants needed to synthesize the given product. (1) Given the product [Cl:34][C:35]1[CH:36]=[C:37]([CH2:41][CH2:42][NH:43][C:28]2[N:27]=[C:26]([C:22]3[CH:21]=[C:20]([CH:25]=[CH:24][CH:23]=3)[CH2:19][N:14]([CH:11]3[CH2:12][CH2:13][NH:8][CH2:9][CH2:10]3)[S:15]([CH3:18])(=[O:17])=[O:16])[C:31]([F:32])=[CH:30][N:29]=2)[CH:38]=[CH:39][CH:40]=1, predict the reactants needed to synthesize it. The reactants are: C(OC([N:8]1[CH2:13][CH2:12][CH:11]([N:14]([CH2:19][C:20]2[CH:25]=[CH:24][CH:23]=[C:22]([C:26]3[C:31]([F:32])=[CH:30][N:29]=[C:28](Cl)[N:27]=3)[CH:21]=2)[S:15]([CH3:18])(=[O:17])=[O:16])[CH2:10][CH2:9]1)=O)(C)(C)C.[Cl:34][C:35]1[CH:36]=[C:37]([CH2:41][CH2:42][NH2:43])[CH:38]=[CH:39][CH:40]=1. (2) Given the product [OH:8][C@@H:9]([C@H:16]([OH:38])[C@H:17]([OH:30])[CH2:18][N:19]([OH:22])[CH:20]=[O:21])[CH2:10][CH2:11][P:12](=[O:13])([OH:15])[OH:14], predict the reactants needed to synthesize it. The reactants are: C([O:8][C@@H:9]([C@H:16]([O:38]CC1C=CC=CC=1)[C@H:17]([O:30]CC1C=CC=CC=1)[CH2:18][N:19]([O:22]CC1C=CC=CC=1)[CH:20]=[O:21])[CH2:10][CH2:11][P:12](=[O:15])([OH:14])[OH:13])C1C=CC=CC=1.C1COCC1.C(O)(=O)C. (3) Given the product [C:13]([O:15][CH2:10][C:3]1[CH:4]=[C:5]([C:6]#[N:7])[CH:8]=[CH:9][C:2]=1[Br:1])(=[O:14])[CH3:12], predict the reactants needed to synthesize it. The reactants are: [Br:1][C:2]1[CH:9]=[CH:8][C:5]([C:6]#[N:7])=[CH:4][C:3]=1[CH2:10]Br.[CH3:12][C:13]([O-:15])=[O:14].[K+].O. (4) Given the product [CH2:1]([O:3][CH:4]([O:19][CH2:20][CH3:21])[C:5]([C:6]1[S:31][C:30](=[S:29])[S:33][C:7]=1[C:8]([O:10][CH:11]1[CH2:16][CH2:15][CH2:14][CH2:13][O:12]1)([CH3:17])[CH3:9])=[O:18])[CH3:2], predict the reactants needed to synthesize it. The reactants are: [CH2:1]([O:3][CH:4]([O:19][CH2:20][CH3:21])[C:5](=[O:18])[C:6]#[C:7][C:8]([CH3:17])([O:10][CH:11]1[CH2:16][CH2:15][CH2:14][CH2:13][O:12]1)[CH3:9])[CH3:2].C1(C2C[S:31][C:30](=[S:33])[S:29]2)C=CC=CC=1. (5) Given the product [CH2:27]([O:34][C:35]1[CH:62]=[CH:61][C:60]([O:7][C:1]2[CH:6]=[CH:5][CH:4]=[CH:3][CH:2]=2)=[CH:59][C:36]=1[C:37]([NH:39][C:40]1[CH:52]=[C:51]([C:53]2[CH:58]=[CH:57][CH:56]=[CH:55][CH:54]=2)[CH:50]=[CH:49][C:41]=1[C:42]([O:44][C:45]([CH3:48])([CH3:47])[CH3:46])=[O:43])=[O:38])[C:28]1[CH:33]=[CH:32][CH:31]=[CH:30][CH:29]=1, predict the reactants needed to synthesize it. The reactants are: [C:1]1([OH:7])[CH:6]=[CH:5][CH:4]=[CH:3][CH:2]=1.C(=O)([O-])[O-].[Cs+].[Cs+].CC(C)(C(=O)CC(=O)C(C)(C)C)C.[CH2:27]([O:34][C:35]1[CH:62]=[CH:61][C:60](I)=[CH:59][C:36]=1[C:37]([NH:39][C:40]1[CH:52]=[C:51]([C:53]2[CH:58]=[CH:57][CH:56]=[CH:55][CH:54]=2)[CH:50]=[CH:49][C:41]=1[C:42]([O:44][C:45]([CH3:48])([CH3:47])[CH3:46])=[O:43])=[O:38])[C:28]1[CH:33]=[CH:32][CH:31]=[CH:30][CH:29]=1.C(O)(=O)CC(CC(O)=O)(C(O)=O)O.